From a dataset of Reaction yield outcomes from USPTO patents with 853,638 reactions. Predict the reaction yield, written as a fraction of the theoretical maximum amount of product (1.0 means a 100% yield; for example, 0.34 means a 34% yield). (1) The reactants are [F:1][C:2]1[CH:26]=[CH:25][CH:24]=[CH:23][C:3]=1[CH2:4][C:5]1[C:9]([C:10](Cl)=[N:11][OH:12])=[CH:8][N:7]([CH2:14][C:15]2[CH:20]=[CH:19][C:18]([O:21][CH3:22])=[CH:17][CH:16]=2)[N:6]=1.[CH:27]([O:29][CH2:30][CH3:31])=[CH2:28].C(=O)(O)[O-].[Na+]. The catalyst is CC(O)C. The product is [CH2:27]([O:29][CH:30]1[O:12][N:11]=[C:10]([C:9]2[C:5]([CH2:4][C:3]3[CH:23]=[CH:24][CH:25]=[CH:26][C:2]=3[F:1])=[N:6][N:7]([CH2:14][C:15]3[CH:20]=[CH:19][C:18]([O:21][CH3:22])=[CH:17][CH:16]=3)[CH:8]=2)[CH2:31]1)[CH3:28]. The yield is 0.230. (2) The reactants are C([O:4][C:5]1[C:10]2[S:11][C:12]([CH3:14])=[CH:13][C:9]=2[CH:8]=[CH:7][C:6]=1[O:15][CH3:16])(C)C. The catalyst is C(Cl)Cl. The product is [OH:4][C:5]1[C:10]2[S:11][C:12]([CH3:14])=[CH:13][C:9]=2[CH:8]=[CH:7][C:6]=1[O:15][CH3:16]. The yield is 1.00. (3) The reactants are C(OC([N:8]1[CH2:13][CH2:12][N:11]([C:14]2[CH:19]=[CH:18][C:17]([O:20][C:21]([F:24])([F:23])[F:22])=[C:16]([NH:25][C:26]3[N:31]=[C:30]([C:32]4[N:33]([CH3:40])[CH:34]=[C:35]([C:37](=[O:39])[NH2:38])[CH:36]=4)[CH:29]=[CH:28][N:27]=3)[CH:15]=2)[CH2:10][CH2:9]1)=O)(C)(C)C. The catalyst is O1CCOCC1.Cl. The product is [CH3:40][N:33]1[C:32]([C:30]2[CH:29]=[CH:28][N:27]=[C:26]([NH:25][C:16]3[CH:15]=[C:14]([N:11]4[CH2:12][CH2:13][NH:8][CH2:9][CH2:10]4)[CH:19]=[CH:18][C:17]=3[O:20][C:21]([F:24])([F:23])[F:22])[N:31]=2)=[CH:36][C:35]([C:37]([NH2:38])=[O:39])=[CH:34]1. The yield is 0.660. (4) The reactants are [NH2:1][C:2]1[C:7]([O:8][C:9]2[CH:14]=[CH:13][C:12]([F:15])=[CH:11][C:10]=2[F:16])=[CH:6][C:5](Br)=[CH:4][N:3]=1.C(=O)([O-])[O-].[Na+].[Na+].[C:24]1(C)[CH:29]=CC=[CH:26][CH:25]=1.C(B(CCCC)CCCC)CCC. The catalyst is O.C1C=CC([P]([Pd]([P](C2C=CC=CC=2)(C2C=CC=CC=2)C2C=CC=CC=2)([P](C2C=CC=CC=2)(C2C=CC=CC=2)C2C=CC=CC=2)[P](C2C=CC=CC=2)(C2C=CC=CC=2)C2C=CC=CC=2)(C2C=CC=CC=2)C2C=CC=CC=2)=CC=1.C(OCC)C. The product is [NH2:1][C:2]1[C:7]([O:8][C:9]2[CH:14]=[CH:13][C:12]([F:15])=[CH:11][C:10]=2[F:16])=[CH:6][C:5]([CH2:29][CH2:24][CH2:25][CH3:26])=[CH:4][N:3]=1. The yield is 0.580. (5) The reactants are CN(C)[CH:3]=[O:4].[NH:6]1[CH:10]=[C:9]([CH2:11][CH2:12][C:13]([OH:15])=[O:14])[C:8]2[CH2:16][CH2:17][CH2:18][CH2:19][CH2:20][C:7]1=2.P(Cl)(Cl)(Cl)=O.Cl. The catalyst is O.ClCCl. The product is [CH:3]([C:10]1[NH:6][C:7]2[CH2:20][CH2:19][CH2:18][CH2:17][CH2:16][C:8]=2[C:9]=1[CH2:11][CH2:12][C:13]([OH:15])=[O:14])=[O:4]. The yield is 0.900. (6) The reactants are C[O:2][C:3]([C:5]1[S:6][C:7]([C:10]2[CH:15]=[CH:14][CH:13]=[CH:12][C:11]=2[NH:16][C:17]([C:19]2[CH:20]=[C:21]([C:25]3[CH:30]=[C:29]([O:31][CH3:32])[CH:28]=[C:27]([O:33][CH3:34])[CH:26]=3)[CH:22]=[CH:23][CH:24]=2)=[O:18])=[CH:8][CH:9]=1)=[O:4]. The catalyst is CC#N. The product is [CH3:34][O:33][C:27]1[CH:26]=[C:25]([C:21]2[CH:22]=[CH:23][CH:24]=[C:19]([C:17]([NH:16][C:11]3[CH:12]=[CH:13][CH:14]=[CH:15][C:10]=3[C:7]3[S:6][C:5]([C:3]([OH:4])=[O:2])=[CH:9][CH:8]=3)=[O:18])[CH:20]=2)[CH:30]=[C:29]([O:31][CH3:32])[CH:28]=1. The yield is 0.970. (7) The reactants are [S:1]([C:13]1[CH:18]=[CH:17][CH:16]=[CH:15][CH:14]=1)[C@@H:2]1[O:10][C@H:9]([CH2:11][OH:12])[C@H:7]([OH:8])[C@H:5]([OH:6])[C@H:3]1[OH:4].C([Sn](=O)CCCC)CCC.[CH:29]1[CH:34]=[CH:33][C:32]([CH2:35]Br)=[CH:31][CH:30]=1. The catalyst is CO.[N+](CCCC)(CCCC)(CCCC)CCCC.[Br-]. The product is [CH2:35]([O:6][C@H:5]1[C@@H:7]([OH:8])[C@@H:9]([CH2:11][OH:12])[O:10][C@@H:2]([S:1][C:13]2[CH:14]=[CH:15][CH:16]=[CH:17][CH:18]=2)[C@@H:3]1[OH:4])[C:32]1[CH:33]=[CH:34][CH:29]=[CH:30][CH:31]=1. The yield is 0.670. (8) The reactants are [CH3:1][C@:2]12[C:8]([CH3:10])([CH3:9])[C@H:5]([CH2:6][CH2:7]1)[CH:4]([C:11](Cl)=[O:12])[C:3]2=O.C(=[N:17][NH:18][C:19]1[CH:24]=[CH:23][CH:22]=[CH:21][CH:20]=1)C.N1C=CC=CC=1.Cl. The catalyst is ClCCCl.O1CCOCC1.C(O)(=O)C. The product is [C:19]1([N:18]2[C:11](=[O:12])[C:4]3[C@@H:5]4[C:8]([CH3:10])([CH3:9])[C@@:2]([CH3:1])([CH2:7][CH2:6]4)[C:3]=3[NH:17]2)[CH:24]=[CH:23][CH:22]=[CH:21][CH:20]=1. The yield is 0.970. (9) The reactants are [CH:1]12[O:6][CH:5]1[CH2:4][N:3]([C:7]([O:9][CH2:10][C:11]1[CH:16]=[CH:15][CH:14]=[CH:13][CH:12]=1)=[O:8])[CH2:2]2.[N-:17]=[N+:18]=[N-:19].[Na+]. The catalyst is CN(C=O)C.CC(C)=O.O.CCOCC. The product is [N:17]([CH:1]1[CH:5]([OH:6])[CH2:4][N:3]([C:7]([O:9][CH2:10][C:11]2[CH:16]=[CH:15][CH:14]=[CH:13][CH:12]=2)=[O:8])[CH2:2]1)=[N+:18]=[N-:19]. The yield is 0.659.